Task: Regression. Given two drug SMILES strings and cell line genomic features, predict the synergy score measuring deviation from expected non-interaction effect.. Dataset: NCI-60 drug combinations with 297,098 pairs across 59 cell lines (1) Drug 1: CC1=CC2C(CCC3(C2CCC3(C(=O)C)OC(=O)C)C)C4(C1=CC(=O)CC4)C. Drug 2: CC1CCCC2(C(O2)CC(NC(=O)CC(C(C(=O)C(C1O)C)(C)C)O)C(=CC3=CSC(=N3)C)C)C. Cell line: OVCAR-4. Synergy scores: CSS=-2.06, Synergy_ZIP=-0.0372, Synergy_Bliss=-3.21, Synergy_Loewe=-3.76, Synergy_HSA=-3.69. (2) Drug 1: CNC(=O)C1=CC=CC=C1SC2=CC3=C(C=C2)C(=NN3)C=CC4=CC=CC=N4. Drug 2: CCCS(=O)(=O)NC1=C(C(=C(C=C1)F)C(=O)C2=CNC3=C2C=C(C=N3)C4=CC=C(C=C4)Cl)F. Cell line: T-47D. Synergy scores: CSS=0.860, Synergy_ZIP=0.465, Synergy_Bliss=4.19, Synergy_Loewe=1.28, Synergy_HSA=1.90. (3) Drug 1: CC(C1=C(C=CC(=C1Cl)F)Cl)OC2=C(N=CC(=C2)C3=CN(N=C3)C4CCNCC4)N. Synergy scores: CSS=-1.36, Synergy_ZIP=0.136, Synergy_Bliss=0.298, Synergy_Loewe=-3.57, Synergy_HSA=-2.88. Cell line: DU-145. Drug 2: CCCS(=O)(=O)NC1=C(C(=C(C=C1)F)C(=O)C2=CNC3=C2C=C(C=N3)C4=CC=C(C=C4)Cl)F. (4) Drug 1: CC1C(C(=O)NC(C(=O)N2CCCC2C(=O)N(CC(=O)N(C(C(=O)O1)C(C)C)C)C)C(C)C)NC(=O)C3=C4C(=C(C=C3)C)OC5=C(C(=O)C(=C(C5=N4)C(=O)NC6C(OC(=O)C(N(C(=O)CN(C(=O)C7CCCN7C(=O)C(NC6=O)C(C)C)C)C)C(C)C)C)N)C. Drug 2: C1CN(CCN1C(=O)CCBr)C(=O)CCBr. Cell line: HL-60(TB). Synergy scores: CSS=66.9, Synergy_ZIP=-7.35, Synergy_Bliss=-17.0, Synergy_Loewe=-32.1, Synergy_HSA=-23.3. (5) Drug 1: CCCCC(=O)OCC(=O)C1(CC(C2=C(C1)C(=C3C(=C2O)C(=O)C4=C(C3=O)C=CC=C4OC)O)OC5CC(C(C(O5)C)O)NC(=O)C(F)(F)F)O. Drug 2: CC(C)CN1C=NC2=C1C3=CC=CC=C3N=C2N. Cell line: MDA-MB-231. Synergy scores: CSS=32.3, Synergy_ZIP=-3.69, Synergy_Bliss=-0.745, Synergy_Loewe=-0.141, Synergy_HSA=-0.360. (6) Drug 1: CC12CCC3C(C1CCC2O)C(CC4=C3C=CC(=C4)O)CCCCCCCCCS(=O)CCCC(C(F)(F)F)(F)F. Drug 2: COC1=NC(=NC2=C1N=CN2C3C(C(C(O3)CO)O)O)N. Cell line: SW-620. Synergy scores: CSS=0.0410, Synergy_ZIP=-0.452, Synergy_Bliss=-2.33, Synergy_Loewe=-2.47, Synergy_HSA=-2.26. (7) Drug 1: CCC1=CC2CC(C3=C(CN(C2)C1)C4=CC=CC=C4N3)(C5=C(C=C6C(=C5)C78CCN9C7C(C=CC9)(C(C(C8N6C)(C(=O)OC)O)OC(=O)C)CC)OC)C(=O)OC.C(C(C(=O)O)O)(C(=O)O)O. Drug 2: CC1C(C(CC(O1)OC2CC(CC3=C2C(=C4C(=C3O)C(=O)C5=C(C4=O)C(=CC=C5)OC)O)(C(=O)CO)O)N)O.Cl. Cell line: 786-0. Synergy scores: CSS=40.6, Synergy_ZIP=-0.551, Synergy_Bliss=-3.01, Synergy_Loewe=-3.21, Synergy_HSA=-0.928. (8) Drug 1: CC1=C(N=C(N=C1N)C(CC(=O)N)NCC(C(=O)N)N)C(=O)NC(C(C2=CN=CN2)OC3C(C(C(C(O3)CO)O)O)OC4C(C(C(C(O4)CO)O)OC(=O)N)O)C(=O)NC(C)C(C(C)C(=O)NC(C(C)O)C(=O)NCCC5=NC(=CS5)C6=NC(=CS6)C(=O)NCCC[S+](C)C)O. Drug 2: CC12CCC3C(C1CCC2O)C(CC4=C3C=CC(=C4)O)CCCCCCCCCS(=O)CCCC(C(F)(F)F)(F)F. Cell line: HL-60(TB). Synergy scores: CSS=50.1, Synergy_ZIP=-10.8, Synergy_Bliss=-20.2, Synergy_Loewe=-19.9, Synergy_HSA=-16.6. (9) Drug 1: COC1=CC(=CC(=C1O)OC)C2C3C(COC3=O)C(C4=CC5=C(C=C24)OCO5)OC6C(C(C7C(O6)COC(O7)C8=CC=CS8)O)O. Drug 2: CCC(=C(C1=CC=CC=C1)C2=CC=C(C=C2)OCCN(C)C)C3=CC=CC=C3.C(C(=O)O)C(CC(=O)O)(C(=O)O)O. Cell line: CCRF-CEM. Synergy scores: CSS=43.8, Synergy_ZIP=1.66, Synergy_Bliss=-0.703, Synergy_Loewe=-31.0, Synergy_HSA=-1.02. (10) Drug 1: CC1=C(C(=CC=C1)Cl)NC(=O)C2=CN=C(S2)NC3=CC(=NC(=N3)C)N4CCN(CC4)CCO. Drug 2: C(CC(=O)O)C(=O)CN.Cl. Cell line: SW-620. Synergy scores: CSS=5.97, Synergy_ZIP=-1.84, Synergy_Bliss=4.83, Synergy_Loewe=-10.3, Synergy_HSA=0.169.